From a dataset of Reaction yield outcomes from USPTO patents with 853,638 reactions. Predict the reaction yield, written as a fraction of the theoretical maximum amount of product (1.0 means a 100% yield; for example, 0.34 means a 34% yield). (1) The reactants are [F:1][C:2]1[CH:10]=[CH:9][C:5]([C:6]([OH:8])=[O:7])=[CH:4][CH:3]=1.[Cl:11][S:12](O)(=[O:14])=[O:13].[Cl-].[Na+]. No catalyst specified. The product is [Cl:11][S:12]([C:3]1[CH:4]=[C:5]([CH:9]=[CH:10][C:2]=1[F:1])[C:6]([OH:8])=[O:7])(=[O:14])=[O:13]. The yield is 0.510. (2) The reactants are C([O:3][C:4]([C:6]1[C:7]([S:17][CH3:18])=[N:8][C:9]2[C:14]([C:15]=1[OH:16])=[CH:13][CH:12]=[CH:11][CH:10]=2)=[O:5])C.Cl. The catalyst is [OH-].[Na+]. The product is [CH3:18][S:17][C:7]1[NH:8][C:9]2[C:14]([C:15](=[O:16])[C:6]=1[C:4]([OH:5])=[O:3])=[CH:13][CH:12]=[CH:11][CH:10]=2. The yield is 0.850. (3) The reactants are [C:1]([O:4][C:5](=[O:7])[CH3:6])(=O)[CH3:2].N1C=CC=CC=1.[Cl:14][C:15]1[C:20]([F:21])=[CH:19][CH:18]=[C:17]([Cl:22])[C:16]=1C(O)C. The catalyst is C(Cl)Cl. The product is [C:5]([O:4][CH:1]([C:16]1[C:17]([Cl:22])=[CH:18][CH:19]=[C:20]([F:21])[C:15]=1[Cl:14])[CH3:2])(=[O:7])[CH3:6]. The yield is 0.856. (4) The reactants are [F:1][C:2]1[CH:11]=[CH:10][C:9]([O:12][CH3:13])=[C:8]2[C:3]=1[CH2:4][CH2:5][NH:6][C:7]2=[O:14].[O-]P([O-])([O-])=O.[K+].[K+].[K+].I[C:24]1[CH:25]=[N:26][CH:27]=[CH:28][C:29]=1[CH3:30].CN[C@@H]1CCCC[C@H]1NC. The catalyst is O1CCOCC1.CCCCCC.[Cu]I.C(OC(=O)C)C. The product is [F:1][C:2]1[CH:11]=[CH:10][C:9]([O:12][CH3:13])=[C:8]2[C:3]=1[CH2:4][CH2:5][N:6]([C:24]1[CH:25]=[N:26][CH:27]=[CH:28][C:29]=1[CH3:30])[C:7]2=[O:14]. The yield is 0.147. (5) The reactants are [C:1]1([CH:7]([C:18]2[CH:23]=[CH:22][CH:21]=[CH:20][CH:19]=2)[CH2:8][C:9]([N:11]2[CH2:16][CH2:15][NH:14][C:13](=[O:17])[CH2:12]2)=[O:10])[CH:6]=[CH:5][CH:4]=[CH:3][CH:2]=1.[H-].[Na+].Br[CH:27]([C:34]1[CH:39]=[CH:38][CH:37]=[CH:36][CH:35]=1)[C:28]1[CH:33]=[CH:32][CH:31]=[CH:30][CH:29]=1.CCOC(C)=O. The catalyst is CN(C=O)C.C(Cl)Cl.CO. The product is [CH:27]([N:14]1[CH2:15][CH2:16][N:11]([C:9](=[O:10])[CH2:8][CH:7]([C:1]2[CH:2]=[CH:3][CH:4]=[CH:5][CH:6]=2)[C:18]2[CH:23]=[CH:22][CH:21]=[CH:20][CH:19]=2)[CH2:12][C:13]1=[O:17])([C:28]1[CH:33]=[CH:32][CH:31]=[CH:30][CH:29]=1)[C:34]1[CH:39]=[CH:38][CH:37]=[CH:36][CH:35]=1. The yield is 0.650. (6) The reactants are [CH3:1][S:2]([C:5]1[CH:6]=[CH:7][C:8]([O:14][CH2:15][C:16]([F:22])([F:21])[C:17]([F:20])([F:19])[F:18])=[C:9]([CH:13]=1)[C:10]([OH:12])=O)(=[O:4])=[O:3].Cl.[F:24][C:25]([F:38])([F:37])[C:26]1[S:30][C:29]([N:31]2[CH2:36][CH2:35][NH:34][CH2:33][CH2:32]2)=[N:28][CH:27]=1. No catalyst specified. The product is [CH3:1][S:2]([C:5]1[CH:6]=[CH:7][C:8]([O:14][CH2:15][C:16]([F:21])([F:22])[C:17]([F:19])([F:20])[F:18])=[C:9]([C:10]([N:34]2[CH2:35][CH2:36][N:31]([C:29]3[S:30][C:26]([C:25]([F:38])([F:24])[F:37])=[CH:27][N:28]=3)[CH2:32][CH2:33]2)=[O:12])[CH:13]=1)(=[O:4])=[O:3]. The yield is 0.680. (7) The reactants are Cl[C:2]1[N:10]=[C:9]2[C:5]([N:6]=[C:7]([CH2:12][CH2:13][N:14]3[CH2:19][CH2:18][N:17]([C:20]([CH3:25])([CH3:24])[C:21]([NH2:23])=[O:22])[CH2:16][CH2:15]3)[N:8]2[CH3:11])=[C:4]([N:26]2[CH2:31][CH2:30][O:29][CH2:28][CH2:27]2)[N:3]=1.[CH3:32][C:33]1[NH:34][C:35]2[CH:41]=[CH:40][CH:39]=[CH:38][C:36]=2[N:37]=1.CC(C1C=C(C(C)C)C(C2C=CC=CC=2P(C2CCCCC2)C2CCCCC2)=C(C(C)C)C=1)C.C([O-])([O-])=O.[Cs+].[Cs+]. The catalyst is O1CCOCC1.C1C=CC(/C=C/C(/C=C/C2C=CC=CC=2)=O)=CC=1.C1C=CC(/C=C/C(/C=C/C2C=CC=CC=2)=O)=CC=1.C1C=CC(/C=C/C(/C=C/C2C=CC=CC=2)=O)=CC=1.[Pd].[Pd]. The product is [CH3:24][C:20]([N:17]1[CH2:16][CH2:15][N:14]([CH2:13][CH2:12][C:7]2[N:8]([CH3:11])[C:9]3[C:5]([N:6]=2)=[C:4]([N:26]2[CH2:31][CH2:30][O:29][CH2:28][CH2:27]2)[N:3]=[C:2]([N:34]2[C:35]4[CH:41]=[CH:40][CH:39]=[CH:38][C:36]=4[N:37]=[C:33]2[CH3:32])[N:10]=3)[CH2:19][CH2:18]1)([CH3:25])[C:21]([NH2:23])=[O:22]. The yield is 0.650. (8) The product is [C:1]([C:3]1[CH:8]=[C:7]([O:9][CH2:10][CH:11]2[CH2:12][CH2:13][N:14]([CH2:17][C:18]([F:21])([CH3:20])[CH3:19])[CH2:15][CH2:16]2)[CH:6]=[CH:5][C:4]=1[C:22]1[CH:27]=[CH:26][C:25]([C:28]([OH:30])=[O:29])=[CH:24][CH:23]=1)#[N:2]. The yield is 0.200. The catalyst is O. The reactants are [C:1]([C:3]1[CH:8]=[C:7]([O:9][CH2:10][CH:11]2[CH2:16][CH2:15][N:14]([CH2:17][C:18]([F:21])([CH3:20])[CH3:19])[CH2:13][CH2:12]2)[CH:6]=[CH:5][C:4]=1[C:22]1[CH:27]=[CH:26][C:25]([C:28]([O:30]C)=[O:29])=[CH:24][CH:23]=1)#[N:2].O[Li].O.